Dataset: Reaction yield outcomes from USPTO patents with 853,638 reactions. Task: Predict the reaction yield, written as a fraction of the theoretical maximum amount of product (1.0 means a 100% yield; for example, 0.34 means a 34% yield). (1) The reactants are [NH2:1][CH2:2][CH2:3][N:4]1[CH2:9][CH2:8][N:7]([C:10]2[C:19]3[C:14](=[CH:15][CH:16]=[C:17]([O:20][CH3:21])[N:18]=3)[N:13]=[CH:12][CH:11]=2)[C:6](=[O:22])[CH2:5]1.[O-]S([O-])(=O)=O.[Na+].[Na+].[O:30]=[C:31]1[CH2:36][S:35][C:34]2[CH:37]=[CH:38][C:39]([CH:41]=O)=[N:40][C:33]=2[NH:32]1.[BH-](OC(C)=O)(OC(C)=O)OC(C)=O.[Na+]. The catalyst is C(Cl)Cl.CCO. The product is [CH3:21][O:20][C:17]1[N:18]=[C:19]2[C:14](=[CH:15][CH:16]=1)[N:13]=[CH:12][CH:11]=[C:10]2[N:7]1[CH2:8][CH2:9][N:4]([CH2:3][CH2:2][NH:1][CH2:41][C:39]2[CH:38]=[CH:37][C:34]3[S:35][CH2:36][C:31](=[O:30])[NH:32][C:33]=3[N:40]=2)[CH2:5][C:6]1=[O:22]. The yield is 0.370. (2) The reactants are [OH:1][C:2]1[C:11]2[C:10]([CH3:13])([CH3:12])[CH2:9][CH2:8][C:7]([CH3:15])([CH3:14])[C:6]=2[CH:5]=[C:4]([C:16]([C:18]2[CH:19]=[C:20]3[C:25](=[CH:26][CH:27]=2)[CH:24]=[C:23]([C:28]([O:30][CH3:31])=[O:29])[CH:22]=[CH:21]3)=[O:17])[CH:3]=1.C(=O)([O-])[O-].[K+].[K+].[F:38][C:39]1[CH:46]=[CH:45][C:42]([CH2:43]Br)=[CH:41][CH:40]=1. No catalyst specified. The product is [F:38][C:39]1[CH:46]=[CH:45][C:42]([CH2:43][O:1][C:2]2[C:11]3[C:10]([CH3:13])([CH3:12])[CH2:9][CH2:8][C:7]([CH3:15])([CH3:14])[C:6]=3[CH:5]=[C:4]([C:16]([C:18]3[CH:19]=[C:20]4[C:25](=[CH:26][CH:27]=3)[CH:24]=[C:23]([C:28]([O:30][CH3:31])=[O:29])[CH:22]=[CH:21]4)=[O:17])[CH:3]=2)=[CH:41][CH:40]=1. The yield is 0.980. (3) The reactants are O[C:2]([C:4]([F:7])(F)F)=O.[CH3:8][C:9]1[N:14]2[CH:15]=[C:16]([CH2:18][CH2:19][C:20]3[NH:21][CH:22]=[C:23]([C:25]4[S:26][CH:27]=[CH:28][CH:29]=4)[N:24]=3)[N:17]=[C:13]2[N:12]=[C:11]([CH3:30])[CH:10]=1.[H-].[Na+].BrCCF.CO. The catalyst is CN(C=O)C. The product is [F:7][CH2:4][CH2:2][N:21]1[CH:22]=[C:23]([C:25]2[S:26][CH:27]=[CH:28][CH:29]=2)[N:24]=[C:20]1[CH2:19][CH2:18][C:16]1[N:17]=[C:13]2[N:12]=[C:11]([CH3:30])[CH:10]=[C:9]([CH3:8])[N:14]2[CH:15]=1. The yield is 0.390. (4) The reactants are [CH2:1]([N:8]1[C:13](=[O:14])[CH2:12][NH:11][C:10]2[N:15]=[CH:16][C:17](I)=[CH:18][C:9]1=2)[C:2]1[CH:7]=[CH:6][CH:5]=[CH:4][CH:3]=1.[C:20]([C:22]1[CH:27]=[CH:26][C:25](B2OC(C)(C)C(C)(C)O2)=[CH:24][N:23]=1)#[N:21]. No catalyst specified. The product is [CH2:1]([N:8]1[C:13](=[O:14])[CH2:12][NH:11][C:10]2[N:15]=[CH:16][C:17]([C:25]3[CH:26]=[CH:27][C:22]([C:20]#[N:21])=[N:23][CH:24]=3)=[CH:18][C:9]1=2)[C:2]1[CH:7]=[CH:6][CH:5]=[CH:4][CH:3]=1. The yield is 0.460. (5) The catalyst is C1(C)C=CC=CC=1.CCO.C1C=CC([P]([Pd]([P](C2C=CC=CC=2)(C2C=CC=CC=2)C2C=CC=CC=2)([P](C2C=CC=CC=2)(C2C=CC=CC=2)C2C=CC=CC=2)[P](C2C=CC=CC=2)(C2C=CC=CC=2)C2C=CC=CC=2)(C2C=CC=CC=2)C2C=CC=CC=2)=CC=1. The reactants are OC(C)(C)C[C:4]1([C:29]2[CH:34]=[CH:33][CH:32]=[CH:31][CH:30]=2)[O:9][C:8](=[O:10])[N:7](C(C2C=CC(B3OC(C)(C)C(C)(C)O3)=CC=2)(C)C)[CH2:6][CH2:5]1.C(=O)([O-])[O-].[Na+].[Na+].O.I[C:45]1[CH:50]=[CH:49][N:48]([CH3:51])[C:47](=[O:52])[CH:46]=1. The product is [CH3:51][N:48]1[CH:49]=[CH:50][CH:45]([CH:6]2[CH2:5][CH:4]([C:29]3[CH:30]=[CH:31][CH:32]=[CH:33][CH:34]=3)[O:9][C:8](=[O:10])[NH:7]2)[CH2:46][C:47]1=[O:52]. The yield is 0.370. (6) The reactants are I[C:2]1[CH:3]=[C:4]([C:8]([N:10]2[CH2:15][CH2:14][N:13]([CH3:16])[CH2:12][CH2:11]2)=[O:9])[CH:5]=[CH:6][CH:7]=1.[C:17]([Si:19]([CH3:22])([CH3:21])[CH3:20])#[CH:18]. The catalyst is C(#N)C.CCOC(C)=O.[Cu]I. The product is [CH3:16][N:13]1[CH2:14][CH2:15][N:10]([C:8]([C:4]2[CH:5]=[CH:6][CH:7]=[C:2]([C:18]#[C:17][Si:19]([CH3:22])([CH3:21])[CH3:20])[CH:3]=2)=[O:9])[CH2:11][CH2:12]1. The yield is 0.910. (7) The reactants are [CH3:1][O:2][C:3](=[O:15])[C:4]1[CH:9]=[C:8](I)[C:7]([CH:11]([CH3:13])[CH3:12])=[CH:6][C:5]=1[NH2:14].[CH3:16][N:17]1[C:21]([Sn](CCCC)(CCCC)CCCC)=[CH:20][CH:19]=[N:18]1.O1CCOCC1. The catalyst is CCOC(C)=O. The product is [CH3:1][O:2][C:3](=[O:15])[C:4]1[CH:9]=[C:8]([C:21]2[N:17]([CH3:16])[N:18]=[CH:19][CH:20]=2)[C:7]([CH:11]([CH3:13])[CH3:12])=[CH:6][C:5]=1[NH2:14]. The yield is 0.660. (8) The reactants are [N:1]([CH2:4][CH2:5][NH:6]C(=O)CCCCCCCCCCCCC)=[N+:2]=[N-:3].[C:22]1([S:28](Cl)(=[O:30])=[O:29])[CH:27]=[CH:26][CH:25]=[CH:24][CH:23]=1.N(CCN)=[N+]=[N-].C(N(CC)CC)C. The catalyst is ClCCl. The product is [N:1]([CH2:4][CH2:5][NH:6][S:28]([C:22]1[CH:27]=[CH:26][CH:25]=[CH:24][CH:23]=1)(=[O:30])=[O:29])=[N+:2]=[N-:3]. The yield is 0.840. (9) The reactants are C([O:9][CH2:10][CH2:11][CH2:12][CH2:13][N:14]1[CH:18]=[C:17]([C:19](=[O:28])[NH:20][CH2:21][C:22]2[CH:27]=[CH:26][CH:25]=[CH:24][N:23]=2)[N:16]=[N:15]1)(=O)C1C=CC=CC=1.C([O-])([O-])=O.[K+].[K+]. The catalyst is CO. The product is [OH:9][CH2:10][CH2:11][CH2:12][CH2:13][N:14]1[CH:18]=[C:17]([C:19]([NH:20][CH2:21][C:22]2[CH:27]=[CH:26][CH:25]=[CH:24][N:23]=2)=[O:28])[N:16]=[N:15]1. The yield is 0.930. (10) The reactants are [CH3:1][Si:2]([CH3:20])([CH3:19])[CH2:3][CH2:4][S:5]([N:8]1[CH2:13][CH2:12][CH2:11][CH:10]([C:14](OCC)=[O:15])[CH2:9]1)(=[O:7])=[O:6].[Li+].[BH4-]. The catalyst is C1COCC1. The product is [CH3:1][Si:2]([CH3:20])([CH3:19])[CH2:3][CH2:4][S:5]([N:8]1[CH2:13][CH2:12][CH2:11][CH:10]([CH2:14][OH:15])[CH2:9]1)(=[O:7])=[O:6]. The yield is 0.670.